Task: Predict the reaction yield, written as a fraction of the theoretical maximum amount of product (1.0 means a 100% yield; for example, 0.34 means a 34% yield).. Dataset: Reaction yield outcomes from USPTO patents with 853,638 reactions (1) The reactants are [CH2:1]([O:3][C:4]([CH:6]1[O:10][C:9]([C:11]2[CH:16]=[CH:15][CH:14]=[CH:13][CH:12]=2)=[N:8][C:7]1(O)[C:17]([F:20])([F:19])[F:18])=[O:5])[CH3:2].P(Cl)(Cl)(Cl)=O. No catalyst specified. The product is [CH2:1]([O:3][C:4]([C:6]1[O:10][C:9]([C:11]2[CH:16]=[CH:15][CH:14]=[CH:13][CH:12]=2)=[N:8][C:7]=1[C:17]([F:19])([F:20])[F:18])=[O:5])[CH3:2]. The yield is 0.750. (2) The reactants are [Br:1][C:2]1[CH:8]=[CH:7][C:5]([NH2:6])=[CH:4][C:3]=1[O:9]C.[OH-].[Na+]. The catalyst is Br. The product is [NH2:6][C:5]1[CH:7]=[CH:8][C:2]([Br:1])=[C:3]([OH:9])[CH:4]=1. The yield is 0.430. (3) The reactants are [CH2:1]([O:3][C:4](=[O:19])[CH2:5][C@@H:6]([NH:10][C:11]1[C:16]([NH2:17])=[CH:15][CH:14]=[C:13]([CH3:18])[N:12]=1)[CH2:7][CH2:8][CH3:9])[CH3:2].C1C[O:23][CH2:22]C1. No catalyst specified. The product is [CH2:1]([O:3][C:4](=[O:19])[CH2:5][C@@H:6]([N:10]1[C:11]2=[N:12][C:13]([CH3:18])=[CH:14][CH:15]=[C:16]2[NH:17][C:22]1=[O:23])[CH2:7][CH2:8][CH3:9])[CH3:2]. The yield is 0.640. (4) The reactants are [CH3:1][C:2]1[N:3]([C:31]2[CH:42]=[CH:41][C:34]([O:35][CH:36]([CH3:40])[C:37]([NH2:39])=O)=[CH:33][CH:32]=2)[C:4](=[O:30])[C:5]([CH2:11][C:12]2[CH:17]=[CH:16][C:15]([C:18]3[CH:23]=[CH:22][CH:21]=[CH:20][C:19]=3[C:24]3[NH:28][C:27](=[O:29])[O:26][N:25]=3)=[CH:14][CH:13]=2)=[C:6]([CH2:8][CH2:9][CH3:10])[N:7]=1.C(N(CC)CC)C.FC(F)(F)C(OC(=O)C(F)(F)F)=O.C(OCC)(=O)C. The catalyst is C(#N)C.O. The product is [CH3:1][C:2]1[N:3]([C:31]2[CH:32]=[CH:33][C:34]([O:35][CH:36]([CH3:40])[C:37]#[N:39])=[CH:41][CH:42]=2)[C:4](=[O:30])[C:5]([CH2:11][C:12]2[CH:13]=[CH:14][C:15]([C:18]3[CH:23]=[CH:22][CH:21]=[CH:20][C:19]=3[C:24]3[NH:28][C:27](=[O:29])[O:26][N:25]=3)=[CH:16][CH:17]=2)=[C:6]([CH2:8][CH2:9][CH3:10])[N:7]=1. The yield is 0.640. (5) The reactants are [CH2:1]([O:8][C:9]1[CH:18]=[C:17]2[C:12]([C:13](Cl)=[N:14][CH:15]=[N:16]2)=[CH:11][C:10]=1[O:20][CH3:21])[C:2]1[CH:7]=[CH:6][CH:5]=[CH:4][CH:3]=1.[F:22][C:23]1[CH:28]=[CH:27][C:26]([NH:29][C:30]([C:32]2([C:35]([NH:37][C:38]3[CH:43]=[CH:42][C:41]([OH:44])=[C:40]([F:45])[CH:39]=3)=[O:36])[CH2:34][CH2:33]2)=[O:31])=[CH:25][CH:24]=1.C(=O)([O-])[O-].[K+].[K+]. The catalyst is CC(N(C)C)=O. The product is [F:22][C:23]1[CH:24]=[CH:25][C:26]([NH:29][C:30]([C:32]2([C:35]([NH:37][C:38]3[CH:43]=[CH:42][C:41]([O:44][C:13]4[C:12]5[C:17](=[CH:18][C:9]([O:8][CH2:1][C:2]6[CH:7]=[CH:6][CH:5]=[CH:4][CH:3]=6)=[C:10]([O:20][CH3:21])[CH:11]=5)[N:16]=[CH:15][N:14]=4)=[C:40]([F:45])[CH:39]=3)=[O:36])[CH2:34][CH2:33]2)=[O:31])=[CH:27][CH:28]=1. The yield is 0.760. (6) The reactants are [Br:1][C:2]1[CH:3]=[CH:4][C:5](=[C:8]2[C:13](=[O:14])OC(C)(C)OC2=O)[NH:6][CH:7]=1.[CH2:18]([NH2:25])[C:19]1[CH:24]=[CH:23][CH:22]=[CH:21][CH:20]=1. The catalyst is C1(C)C=CC=CC=1. The product is [CH2:18]([NH:25][C:13](=[O:14])[CH2:8][C:5]1[CH:4]=[CH:3][C:2]([Br:1])=[CH:7][N:6]=1)[C:19]1[CH:24]=[CH:23][CH:22]=[CH:21][CH:20]=1. The yield is 0.960. (7) The reactants are [Cl:1][C:2]1[CH:7]=[CH:6][C:5]([NH:8][C:9]2[N:14]3[N:15]=[CH:16][C:17]([S:18](=[O:23])(=[O:22])[NH:19][CH2:20][CH3:21])=[C:13]3[N:12]=[CH:11][C:10]=2[C:24](OCC)=[O:25])=[C:4]([CH3:29])[CH:3]=1.[F:30][C:31]1[CH:36]=[CH:35][C:34]([CH:37]2[CH2:42][CH2:41][NH:40][CH2:39][CH2:38]2)=[CH:33][CH:32]=1. No catalyst specified. The product is [CH2:20]([NH:19][S:18]([C:17]1[CH:16]=[N:15][N:14]2[C:9]([NH:8][C:5]3[CH:6]=[CH:7][C:2]([Cl:1])=[CH:3][C:4]=3[CH3:29])=[C:10]([C:24]([N:40]3[CH2:41][CH2:42][CH:37]([C:34]4[CH:33]=[CH:32][C:31]([F:30])=[CH:36][CH:35]=4)[CH2:38][CH2:39]3)=[O:25])[CH:11]=[N:12][C:13]=12)(=[O:22])=[O:23])[CH3:21]. The yield is 0.0600. (8) The reactants are [NH:1]1[CH2:6][CH2:5][CH:4]([NH:7][C:8]2[CH:13]=[CH:12][C:11]([C:14]([F:17])([F:16])[F:15])=[CH:10][N:9]=2)[CH2:3][CH2:2]1.[F:18][C:19]1[CH:20]=[C:21]([CH:24]=[CH:25][C:26]=1[F:27])[CH2:22]Br.C(=O)([O-])[O-].[K+].[K+]. The catalyst is C(#N)C.ClCCl. The product is [F:18][C:19]1[CH:20]=[C:21]([CH:24]=[CH:25][C:26]=1[F:27])[CH2:22][N:1]1[CH2:2][CH2:3][CH:4]([NH:7][C:8]2[CH:13]=[CH:12][C:11]([C:14]([F:15])([F:17])[F:16])=[CH:10][N:9]=2)[CH2:5][CH2:6]1. The yield is 0.740.